From a dataset of Peptide-MHC class II binding affinity with 134,281 pairs from IEDB. Regression. Given a peptide amino acid sequence and an MHC pseudo amino acid sequence, predict their binding affinity value. This is MHC class II binding data. (1) The peptide sequence is WQKGEEVQVIAVEPG. The MHC is DRB1_1501 with pseudo-sequence DRB1_1501. The binding affinity (normalized) is 0.222. (2) The peptide sequence is NWVPTGRTTWSIHAGGEW. The MHC is DRB3_0101 with pseudo-sequence DRB3_0101. The binding affinity (normalized) is 0. (3) The peptide sequence is VKITDKNYEHIAAYH. The MHC is DRB1_1101 with pseudo-sequence DRB1_1101. The binding affinity (normalized) is 0.430. (4) The peptide sequence is EKFYFAATQFEPLAA. The MHC is DRB1_0101 with pseudo-sequence DRB1_0101. The binding affinity (normalized) is 0.743. (5) The peptide sequence is GSFVRTVSLPVGADE. The MHC is DRB1_0401 with pseudo-sequence DRB1_0401. The binding affinity (normalized) is 0.912. (6) The peptide sequence is CFNCGKEGHLARNCRAPR. The MHC is DRB1_0802 with pseudo-sequence DRB1_0802. The binding affinity (normalized) is 0.230. (7) The peptide sequence is LQSLGADIASEQAVL. The MHC is DRB1_0101 with pseudo-sequence DRB1_0101. The binding affinity (normalized) is 0.380.